From a dataset of Reaction yield outcomes from USPTO patents with 853,638 reactions. Predict the reaction yield, written as a fraction of the theoretical maximum amount of product (1.0 means a 100% yield; for example, 0.34 means a 34% yield). (1) The reactants are [CH3:1][CH2:2][CH:3]([NH2:6])[CH2:4][CH3:5].[Cl:7][C:8]1[CH:9]=[C:10]([CH:14]=[CH:15][C:16]=1[O:17][CH3:18])[C:11](O)=[O:12]. No catalyst specified. The product is [Cl:7][C:8]1[CH:9]=[C:10]([CH:14]=[CH:15][C:16]=1[O:17][CH3:18])[C:11]([NH:6][CH:3]([CH2:4][CH3:5])[CH2:2][CH3:1])=[O:12]. The yield is 0.400. (2) The reactants are C(OC([NH:8][CH2:9][CH2:10][N:11]1[CH:15]=[C:14]([N:16]2[C:24]3[C:19](=[CH:20][CH:21]=[C:22]([Cl:26])[C:23]=3[F:25])[C:18]([S:27][C:28]3[C:29]([F:39])=[C:30]([CH:36]=[CH:37][CH:38]=3)[C:31]([O:33][CH2:34][CH3:35])=[O:32])=[C:17]2[CH:40]2[CH2:42][CH2:41]2)[CH:13]=[N:12]1)=O)(C)(C)C. The catalyst is Cl.O1CCOCC1. The product is [NH2:8][CH2:9][CH2:10][N:11]1[CH:15]=[C:14]([N:16]2[C:24]3[C:19](=[CH:20][CH:21]=[C:22]([Cl:26])[C:23]=3[F:25])[C:18]([S:27][C:28]3[C:29]([F:39])=[C:30]([CH:36]=[CH:37][CH:38]=3)[C:31]([O:33][CH2:34][CH3:35])=[O:32])=[C:17]2[CH:40]2[CH2:42][CH2:41]2)[CH:13]=[N:12]1. The yield is 0.810.